Dataset: Peptide-MHC class I binding affinity with 185,985 pairs from IEDB/IMGT. Task: Regression. Given a peptide amino acid sequence and an MHC pseudo amino acid sequence, predict their binding affinity value. This is MHC class I binding data. (1) The peptide sequence is NELGYSGYF. The MHC is HLA-B07:02 with pseudo-sequence HLA-B07:02. The binding affinity (normalized) is 0.0847. (2) The peptide sequence is ITRLEVIGLT. The MHC is HLA-A68:02 with pseudo-sequence HLA-A68:02. The binding affinity (normalized) is 0.346. (3) The peptide sequence is VMAFIAFLR. The MHC is HLA-A68:01 with pseudo-sequence HLA-A68:01. The binding affinity (normalized) is 0.861. (4) The peptide sequence is KIIDNFEKL. The MHC is HLA-A02:02 with pseudo-sequence HLA-A02:02. The binding affinity (normalized) is 0.689. (5) The peptide sequence is MPDTLFEGV. The MHC is HLA-B15:01 with pseudo-sequence HLA-B15:01. The binding affinity (normalized) is 0.0847.